This data is from Full USPTO retrosynthesis dataset with 1.9M reactions from patents (1976-2016). The task is: Predict the reactants needed to synthesize the given product. (1) Given the product [Cl:23][CH2:22][CH2:21][CH2:20][O:12][C:9]1[CH:8]=[CH:7][C:6]([C:4]([CH:1]2[CH2:2][CH2:3]2)=[O:5])=[CH:11][CH:10]=1, predict the reactants needed to synthesize it. The reactants are: [CH:1]1([C:4]([C:6]2[CH:11]=[CH:10][C:9]([OH:12])=[CH:8][CH:7]=2)=[O:5])[CH2:3][CH2:2]1.C([O-])([O-])=O.[K+].[K+].Br[CH2:20][CH2:21][CH2:22][Cl:23]. (2) The reactants are: Br[C:2]1[S:30][C:5]2[O:6][C:7]3[CH:28]=[C:27]([CH3:29])[CH:26]=[CH:25][C:8]=3[N:9]=[C:10]([N:11]3[CH2:16][CH2:15][N:14]([CH2:17][C:18]([CH3:24])([CH3:23])[C:19]([O:21][CH3:22])=[O:20])[CH2:13][CH2:12]3)[C:4]=2[CH:3]=1.C(N(C(C)C)CC)(C)C.[CH3:40][CH:41]([SH:43])[CH3:42].CC1(C)C2C(=C(P(C3C=CC=CC=3)C3C=CC=CC=3)C=CC=2)OC2C(P(C3C=CC=CC=3)C3C=CC=CC=3)=CC=CC1=2. Given the product [CH:41]([S:43][C:2]1[S:30][C:5]2[O:6][C:7]3[CH:28]=[C:27]([CH3:29])[CH:26]=[CH:25][C:8]=3[N:9]=[C:10]([N:11]3[CH2:16][CH2:15][N:14]([CH2:17][C:18]([CH3:24])([CH3:23])[C:19]([O:21][CH3:22])=[O:20])[CH2:13][CH2:12]3)[C:4]=2[CH:3]=1)([CH3:42])[CH3:40], predict the reactants needed to synthesize it. (3) Given the product [CH:1]1([O:4][C:5]2[CH:6]=[C:7]([C:15]3[NH:24][C:18]4[CH:19]=[N:20][NH:21][C:22](=[O:23])[C:17]=4[CH:16]=3)[CH:8]=[CH:9][C:10]=2[O:11][CH:12]([F:13])[F:14])[CH2:2][CH2:3]1, predict the reactants needed to synthesize it. The reactants are: [CH:1]1([O:4][C:5]2[CH:6]=[C:7]([C:15]3[N:24](COCC[Si](C)(C)C)[C:18]4[CH:19]=[N:20][NH:21][C:22](=[O:23])[C:17]=4[CH:16]=3)[CH:8]=[CH:9][C:10]=2[O:11][CH:12]([F:14])[F:13])[CH2:3][CH2:2]1.O1CCCC1.C(N)CN.[F-].C([N+](CCCC)(CCCC)CCCC)CCC. (4) Given the product [Cl:1][C:2]1[C:7]([F:8])=[CH:6][CH:5]=[C:4]([O:9][CH:10]([F:12])[F:11])[C:3]=1[C@H:13]([C:15]1[C:23]2[C:18](=[N:19][CH:20]=[C:21]([C:24]3[CH:25]=[N:26][N:27]([C@H:30]4[CH2:35][CH2:34][C@H:33]([N:42]([CH3:43])[CH2:41][C:40]([OH:44])=[O:39])[CH2:32][CH2:31]4)[C:28]=3[CH3:29])[CH:22]=2)[NH:17][CH:16]=1)[CH3:14], predict the reactants needed to synthesize it. The reactants are: [Cl:1][C:2]1[C:7]([F:8])=[CH:6][CH:5]=[C:4]([O:9][CH:10]([F:12])[F:11])[C:3]=1[C@H:13]([C:15]1[C:23]2[C:18](=[N:19][CH:20]=[C:21]([C:24]3[CH:25]=[N:26][N:27]([CH:30]4[CH2:35][CH2:34][C:33](=O)[CH2:32][CH2:31]4)[C:28]=3[CH3:29])[CH:22]=2)[NH:17][CH:16]=1)[CH3:14].Cl.C[O:39][C:40](=[O:44])[CH2:41][NH:42][CH3:43].C(O[BH-](OC(=O)C)OC(=O)C)(=O)C.[Na+].ClCCCl.C(N(CC)CC)C.O.[OH-].[Li+].CO.